This data is from Forward reaction prediction with 1.9M reactions from USPTO patents (1976-2016). The task is: Predict the product of the given reaction. (1) Given the reactants O=[C:2]([CH2:8][C:9](=O)[CH2:10][CH3:11])[C:3]([O:5][CH2:6][CH3:7])=[O:4].CC1[N:18]([CH2:19][C:20]2[CH:25]=[CH:24][C:23]([CH3:26])=[CH:22][CH:21]=2)[N:17]=C(C(OC)=O)C=1, predict the reaction product. The product is: [CH2:10]([C:9]1[N:18]([CH2:19][C:20]2[CH:25]=[CH:24][C:23]([CH3:26])=[CH:22][CH:21]=2)[N:17]=[C:2]([C:3]([O:5][CH2:6][CH3:7])=[O:4])[CH:8]=1)[CH3:11]. (2) Given the reactants [F:1][C:2]1[C:3]([CH3:16])=[C:4]([C:8]([N:11]2[N:15]=[CH:14][CH:13]=[N:12]2)=[CH:9][CH:10]=1)[C:5]([OH:7])=O.[CH3:17][C@@H:18]1[CH2:23][CH2:22][CH2:21][NH:20][C@@H:19]1[CH2:24][N:25]1C(=O)C2C(=CC=CC=2)C1=O.Cl[C:37]1[CH:42]=[CH:41][C:40]([C:43]([F:46])([F:45])[F:44])=[CH:39][N:38]=1, predict the reaction product. The product is: [F:1][C:2]1[C:3]([CH3:16])=[C:4]([C:5]([N:20]2[CH2:21][CH2:22][CH2:23][C@@H:18]([CH3:17])[C@H:19]2[CH2:24][NH:25][C:37]2[CH:42]=[CH:41][C:40]([C:43]([F:46])([F:45])[F:44])=[CH:39][N:38]=2)=[O:7])[C:8]([N:11]2[N:15]=[CH:14][CH:13]=[N:12]2)=[CH:9][CH:10]=1. (3) Given the reactants C([O:5][P:6]([O:13][C@H:14]1[CH2:19][CH2:18][C@H:17]([C:20]2[CH:21]=[CH:22][C:23]([NH:31][C:32]3[C:37]([C:38]([F:41])([F:40])[F:39])=[CH:36][N:35]=[C:34]([NH:42][C:43]4[CH:57]=[CH:56][C:46]([CH2:47][P:48](=[O:55])([O:52][CH2:53][CH3:54])[O:49][CH2:50][CH3:51])=[CH:45][C:44]=4[O:58][CH3:59])[N:33]=3)=[C:24]3[C:28]=2[CH2:27][N:26]([CH3:29])[C:25]3=[O:30])[CH2:16][CH2:15]1)([O:8]C(C)(C)C)=[O:7])(C)(C)C.C(O)(C(F)(F)F)=O, predict the reaction product. The product is: [CH3:59][O:58][C:44]1[CH:45]=[C:46]([CH:56]=[CH:57][C:43]=1[NH:42][C:34]1[N:33]=[C:32]([NH:31][C:23]2[CH:22]=[CH:21][C:20]([C@H:17]3[CH2:16][CH2:15][C@H:14]([O:13][P:6]([OH:7])([OH:8])=[O:5])[CH2:19][CH2:18]3)=[C:28]3[C:24]=2[C:25](=[O:30])[N:26]([CH3:29])[CH2:27]3)[C:37]([C:38]([F:40])([F:41])[F:39])=[CH:36][N:35]=1)[CH2:47][P:48](=[O:55])([O:52][CH2:53][CH3:54])[O:49][CH2:50][CH3:51].